Dataset: NCI-60 drug combinations with 297,098 pairs across 59 cell lines. Task: Regression. Given two drug SMILES strings and cell line genomic features, predict the synergy score measuring deviation from expected non-interaction effect. (1) Drug 1: CC1=C(C(=CC=C1)Cl)NC(=O)C2=CN=C(S2)NC3=CC(=NC(=N3)C)N4CCN(CC4)CCO. Drug 2: CC1CCCC2(C(O2)CC(NC(=O)CC(C(C(=O)C(C1O)C)(C)C)O)C(=CC3=CSC(=N3)C)C)C. Cell line: SW-620. Synergy scores: CSS=48.4, Synergy_ZIP=3.86, Synergy_Bliss=2.27, Synergy_Loewe=-5.82, Synergy_HSA=2.93. (2) Drug 1: CC1CCC2CC(C(=CC=CC=CC(CC(C(=O)C(C(C(=CC(C(=O)CC(OC(=O)C3CCCCN3C(=O)C(=O)C1(O2)O)C(C)CC4CCC(C(C4)OC)O)C)C)O)OC)C)C)C)OC. Drug 2: CCN(CC)CCCC(C)NC1=C2C=C(C=CC2=NC3=C1C=CC(=C3)Cl)OC. Cell line: HCT116. Synergy scores: CSS=52.7, Synergy_ZIP=2.30, Synergy_Bliss=4.09, Synergy_Loewe=-22.6, Synergy_HSA=6.20. (3) Drug 1: C1C(C(OC1N2C=NC3=C(N=C(N=C32)Cl)N)CO)O. Drug 2: CC=C1C(=O)NC(C(=O)OC2CC(=O)NC(C(=O)NC(CSSCCC=C2)C(=O)N1)C(C)C)C(C)C. Cell line: HCC-2998. Synergy scores: CSS=88.6, Synergy_ZIP=1.44, Synergy_Bliss=0.445, Synergy_Loewe=-2.91, Synergy_HSA=-1.57. (4) Drug 1: CC(C1=C(C=CC(=C1Cl)F)Cl)OC2=C(N=CC(=C2)C3=CN(N=C3)C4CCNCC4)N. Drug 2: CC1C(C(CC(O1)OC2CC(CC3=C2C(=C4C(=C3O)C(=O)C5=CC=CC=C5C4=O)O)(C(=O)C)O)N)O. Cell line: OVCAR-4. Synergy scores: CSS=23.0, Synergy_ZIP=0.864, Synergy_Bliss=1.92, Synergy_Loewe=-20.3, Synergy_HSA=1.40. (5) Drug 1: CC(C1=C(C=CC(=C1Cl)F)Cl)OC2=C(N=CC(=C2)C3=CN(N=C3)C4CCNCC4)N. Drug 2: C1CC(=O)NC(=O)C1N2CC3=C(C2=O)C=CC=C3N. Cell line: NCI/ADR-RES. Synergy scores: CSS=4.55, Synergy_ZIP=0.504, Synergy_Bliss=0.923, Synergy_Loewe=1.51, Synergy_HSA=0.0861. (6) Drug 1: C1=CN(C=N1)CC(O)(P(=O)(O)O)P(=O)(O)O. Drug 2: CN1C2=C(C=C(C=C2)N(CCCl)CCCl)N=C1CCCC(=O)O.Cl. Cell line: RXF 393. Synergy scores: CSS=0.876, Synergy_ZIP=2.56, Synergy_Bliss=6.63, Synergy_Loewe=1.87, Synergy_HSA=2.31. (7) Drug 1: C1=NC2=C(N=C(N=C2N1C3C(C(C(O3)CO)O)F)Cl)N. Drug 2: CN(CCCl)CCCl.Cl. Cell line: EKVX. Synergy scores: CSS=-5.71, Synergy_ZIP=6.51, Synergy_Bliss=7.68, Synergy_Loewe=-7.83, Synergy_HSA=-7.01.